This data is from Catalyst prediction with 721,799 reactions and 888 catalyst types from USPTO. The task is: Predict which catalyst facilitates the given reaction. (1) Reactant: Cl[C:2]1[C:3](=[O:20])[N:4]([CH:10]2[CH2:15][C:14]([CH3:17])([CH3:16])[CH2:13][C:12]([CH3:19])([CH3:18])[CH2:11]2)[N:5]=[CH:6][C:7]=1[NH:8][CH3:9].[OH-].[Na+].[H][H]. Product: [CH3:9][NH:8][C:7]1[CH:6]=[N:5][N:4]([CH:10]2[CH2:15][C:14]([CH3:16])([CH3:17])[CH2:13][C:12]([CH3:19])([CH3:18])[CH2:11]2)[C:3](=[O:20])[CH:2]=1. The catalyst class is: 29. (2) Reactant: [C:1]([N:4]1[C:13]2[C:8](=[CH:9][C:10](Br)=[CH:11][CH:12]=2)[C@H:7]([NH:15]C(=O)OCC2C=CC=CC=2)[C@@H:6]([CH3:26])[C@@H:5]1[CH:27]1[CH2:29][CH2:28]1)(=[O:3])[CH3:2].N[C@H]1C2C(=CC=C(Br)C=2)N(C(=O)C)[C@@H](C2CC2)[C@@H]1C. Product: [NH2:15][C@H:7]1[C:8]2[C:13](=[CH:12][CH:11]=[CH:10][CH:9]=2)[N:4]([C:1](=[O:3])[CH3:2])[C@@H:5]([CH:27]2[CH2:29][CH2:28]2)[C@@H:6]1[CH3:26]. The catalyst class is: 29.